From a dataset of Forward reaction prediction with 1.9M reactions from USPTO patents (1976-2016). Predict the product of the given reaction. (1) Given the reactants [C:1]([OH:7])(=[O:6])[CH2:2][C:3]([OH:5])=[O:4].[CH2:8]([K])[CH3:9].[Mg+2].[Cl-].[Cl-].[CH3:14][O:15][C:16]([N:18]1[CH2:23][CH2:22][CH:21](C(O)=O)[CH2:20][CH:19]1[CH2:27][C:28]1[CH:33]=[CH:32][CH:31]=[C:30]([C:34]([F:37])([F:36])[F:35])[CH:29]=1)=[O:17].C(N1C=CN=C1)(N1[CH:44]=[CH:43]N=C1)=O, predict the reaction product. The product is: [CH2:8]([O:5][C:3](=[O:4])[CH2:2][C:1]([C@@H:21]1[CH2:22][CH2:23][N:18]([C:16]([O:15][CH3:14])=[O:17])[C@@H:19]([CH2:27][C:28]2[CH:33]=[CH:32][CH:31]=[C:30]([C:34]([F:36])([F:35])[F:37])[CH:29]=2)[CH2:20]1)=[O:7])[CH3:9].[CH2:43]([O:7][C:1](=[O:6])[CH2:2][C:3]([C@H:21]1[CH2:22][CH2:23][N:18]([C:16]([O:15][CH3:14])=[O:17])[C@@H:19]([CH2:27][C:28]2[CH:33]=[CH:32][CH:31]=[C:30]([C:34]([F:37])([F:36])[F:35])[CH:29]=2)[CH2:20]1)=[O:5])[CH3:44]. (2) Given the reactants [NH:1]([C:3]1[NH:7][C:6]2[CH:8]=[CH:9][C:10]([CH3:12])=[CH:11][C:5]=2[N:4]=1)[NH2:2].[C:13]([CH:16]([CH2:22][C:23]1[CH:28]=[CH:27][C:26]([Cl:29])=[C:25]([Cl:30])[CH:24]=1)[C:17](OCC)=[O:18])(=O)[CH3:14], predict the reaction product. The product is: [Cl:30][C:25]1[CH:24]=[C:23]([CH2:22][C:16]2[C:13]([CH3:14])=[N:2][N:1]([C:3]3[NH:7][C:6]4[CH:8]=[CH:9][C:10]([CH3:12])=[CH:11][C:5]=4[N:4]=3)[C:17]=2[OH:18])[CH:28]=[CH:27][C:26]=1[Cl:29].